From a dataset of Forward reaction prediction with 1.9M reactions from USPTO patents (1976-2016). Predict the product of the given reaction. (1) Given the reactants P([O-])([O-])([O-])=O.[K+].[K+].[K+].C1(P(C2CCCCC2)C2C=CC=CC=2[C:22]2[C:27]([O:28][CH3:29])=[CH:26][CH:25]=[CH:24][C:23]=2OC)CCCCC1.Cl[C:39]1[CH:44]=[CH:43][C:42]([CH2:45][C:46]([O:48][CH3:49])=[O:47])=[C:41]([O:50][CH3:51])[CH:40]=1.[OH:52][C:53]1[C:65]([C:66]([F:69])([F:68])[F:67])=[C:64](COC2C=CC(B3OC(C)(C)C(C)(C)O3)=CC=2)[CH:63]=[CH:62][C:54]=1[C:55]([O:57][C:58]([CH3:61])([CH3:60])[CH3:59])=[O:56], predict the reaction product. The product is: [OH:52][C:53]1[C:65]([C:66]([F:69])([F:67])[F:68])=[CH:64][CH:63]=[C:62]([CH2:29][O:28][C:27]2[CH:22]=[CH:23][C:24]([C:39]3[CH:44]=[CH:43][C:42]([CH2:45][C:46]([O:48][CH3:49])=[O:47])=[C:41]([O:50][CH3:51])[CH:40]=3)=[CH:25][CH:26]=2)[C:54]=1[C:55]([O:57][C:58]([CH3:59])([CH3:60])[CH3:61])=[O:56]. (2) Given the reactants [CH3:1][N:2]([CH3:21])[CH2:3][C:4]([N:6]1[C:15]2[C:10](=[CH:11][C:12]([O:19][CH3:20])=[C:13]([N+:16]([O-])=O)[CH:14]=2)[CH2:9][CH2:8][CH2:7]1)=[O:5].[H][H], predict the reaction product. The product is: [CH3:21][N:2]([CH2:3][C:4]([N:6]1[C:15]2[C:10](=[CH:11][C:12]([O:19][CH3:20])=[C:13]([NH2:16])[CH:14]=2)[CH2:9][CH2:8][CH2:7]1)=[O:5])[CH3:1]. (3) Given the reactants [CH2:1]([O:3][C:4]([C:6]1([C:9]2[CH:14]=[CH:13][C:12]([C:15]3[CH:20]=[CH:19][C:18]([C:21]4[O:25][N:24]=[C:23]([CH3:26])[C:22]=4[NH2:27])=[CH:17][CH:16]=3)=[CH:11][CH:10]=2)[CH2:8][CH2:7]1)=[O:5])[CH3:2].Br[C:29]1[CH:34]=[CH:33][CH:32]=[C:31]([O:35][C:36]2[CH:41]=[CH:40][CH:39]=[CH:38][CH:37]=2)[CH:30]=1, predict the reaction product. The product is: [CH2:1]([O:3][C:4]([C:6]1([C:9]2[CH:10]=[CH:11][C:12]([C:15]3[CH:20]=[CH:19][C:18]([C:21]4[O:25][N:24]=[C:23]([CH3:26])[C:22]=4[NH:27][C:40]4[CH:39]=[CH:38][CH:37]=[C:36]([O:35][C:31]5[CH:32]=[CH:33][CH:34]=[CH:29][CH:30]=5)[CH:41]=4)=[CH:17][CH:16]=3)=[CH:13][CH:14]=2)[CH2:8][CH2:7]1)=[O:5])[CH3:2]. (4) The product is: [OH:1][CH2:2][CH2:3][N:4]([CH2:21][CH2:22][OH:23])[C:5]1[CH:10]=[CH:9][C:8]([C:11]2[NH:15][C:14]3[CH:16]=[CH:17][C:18]([NH:20][C:41]([C:39]4[CH:38]=[CH:37][C:35]5[N:36]=[C:32]([C:29]6[CH:28]=[CH:27][C:26]([C:24]#[N:25])=[CH:31][CH:30]=6)[NH:33][C:34]=5[CH:40]=4)=[O:42])=[CH:19][C:13]=3[N:12]=2)=[CH:7][CH:6]=1. Given the reactants [OH:1][CH2:2][CH2:3][N:4]([CH2:21][CH2:22][OH:23])[C:5]1[CH:10]=[CH:9][C:8]([C:11]2[NH:12][C:13]3[CH:19]=[C:18]([NH2:20])[CH:17]=[CH:16][C:14]=3[N:15]=2)=[CH:7][CH:6]=1.[C:24]([C:26]1[CH:31]=[CH:30][C:29]([C:32]2[NH:33][C:34]3[CH:40]=[C:39]([C:41]([O-])=[O:42])[CH:38]=[CH:37][C:35]=3[N:36]=2)=[CH:28][CH:27]=1)#[N:25], predict the reaction product. (5) Given the reactants Cl[C:2]1[CH:7]=[CH:6][C:5]([NH:8][C:9]2[N:30]=[C:12]3[CH:13]=[CH:14][CH:15]=[C:16]([C:17]4[CH:22]=[CH:21][C:20]([CH2:23][N:24]5[CH2:29][CH2:28][O:27][CH2:26][CH2:25]5)=[CH:19][CH:18]=4)[N:11]3[N:10]=2)=[CH:4][CH:3]=1.[CH3:31][N:32]1[CH2:37][CH2:36][NH:35][CH2:34][CH2:33]1.C(=O)([O-])[O-].[Cs+].[Cs+].C1(P(C2C=CC=CC=2)C2C3OC4C(=CC=CC=4P(C4C=CC=CC=4)C4C=CC=CC=4)C(C)(C)C=3C=CC=2)C=CC=CC=1, predict the reaction product. The product is: [CH3:31][N:32]1[CH2:37][CH2:36][N:35]([C:2]2[CH:7]=[CH:6][C:5]([NH:8][C:9]3[N:30]=[C:12]4[CH:13]=[CH:14][CH:15]=[C:16]([C:17]5[CH:22]=[CH:21][C:20]([CH2:23][N:24]6[CH2:29][CH2:28][O:27][CH2:26][CH2:25]6)=[CH:19][CH:18]=5)[N:11]4[N:10]=3)=[CH:4][CH:3]=2)[CH2:34][CH2:33]1.